This data is from Full USPTO retrosynthesis dataset with 1.9M reactions from patents (1976-2016). The task is: Predict the reactants needed to synthesize the given product. Given the product [C:16]([O:20][C:21]([N:23]1[CH2:29][CH2:28][C:27]2[C:30]([NH:35][CH2:36][C:37]3[CH:38]=[CH:39][C:40]([S:43][CH2:44][C:45](=[O:46])[NH:4][CH2:3][C:2]([CH3:6])([CH3:5])[CH3:1])=[CH:41][CH:42]=3)=[C:31]([Cl:34])[CH:32]=[CH:33][C:26]=2[CH2:25][CH2:24]1)=[O:22])([CH3:19])([CH3:18])[CH3:17], predict the reactants needed to synthesize it. The reactants are: [CH3:1][C:2]([CH3:6])([CH3:5])[CH2:3][NH2:4].CC(C[AlH]CC(C)C)C.[C:16]([O:20][C:21]([N:23]1[CH2:29][CH2:28][C:27]2[C:30]([NH:35][CH2:36][C:37]3[CH:42]=[CH:41][C:40]([S:43][CH2:44][C:45](OC)=[O:46])=[CH:39][CH:38]=3)=[C:31]([Cl:34])[CH:32]=[CH:33][C:26]=2[CH2:25][CH2:24]1)=[O:22])([CH3:19])([CH3:18])[CH3:17].